From a dataset of Full USPTO retrosynthesis dataset with 1.9M reactions from patents (1976-2016). Predict the reactants needed to synthesize the given product. (1) Given the product [F:1][C:2]1[CH:10]=[CH:9][C:5]([C:6](=[O:8])[NH:34][C:33]2[CH:32]=[C:31]([F:30])[C:37]([F:38])=[C:36]([F:39])[CH:35]=2)=[CH:4][C:3]=1[S:11][CH:12]1[CH2:16][CH2:15][CH:14]([C:17]([O:19][CH3:20])=[O:18])[CH2:13]1, predict the reactants needed to synthesize it. The reactants are: [F:1][C:2]1[CH:10]=[CH:9][C:5]([C:6]([OH:8])=O)=[CH:4][C:3]=1[S:11][CH:12]1[CH2:16][CH2:15][CH:14]([C:17]([O:19][CH3:20])=[O:18])[CH2:13]1.C(N(C(C)C)CC)(C)C.[F:30][C:31]1[CH:32]=[C:33]([CH:35]=[C:36]([F:39])[C:37]=1[F:38])[NH2:34].CN(C(ON1N=NC2C=CC=NC1=2)=[N+](C)C)C.F[P-](F)(F)(F)(F)F. (2) The reactants are: [C:1](O[C@@H]1[C@@H](OC(=O)C)[C@H](OC(=O)C)[C@@H](COC(=O)C)S[C@H]1Br)(=[O:3])[CH3:2].[CH2:25]([C:27]1[CH:40]=[CH:39][C:30]([CH2:31][C:32]2[CH:37]=[CH:36][CH:35]=[CH:34][C:33]=2[OH:38])=[CH:29][CH:28]=1)[CH3:26].C(=O)([O-])[O-].[K+].[K+]. Given the product [C:1]([O:38][C:33]1[CH:34]=[CH:35][CH:36]=[CH:37][C:32]=1[CH2:31][C:30]1[CH:39]=[CH:40][C:27]([CH2:25][CH3:26])=[CH:28][CH:29]=1)(=[O:3])[CH3:2], predict the reactants needed to synthesize it. (3) Given the product [CH:1](=[N:16][C:13]1[N:12]=[C:11]([O:10][CH3:9])[S:15][N:14]=1)[C:2]1[CH:7]=[CH:6][CH:5]=[CH:4][CH:3]=1, predict the reactants needed to synthesize it. The reactants are: [CH:1](=O)[C:2]1[CH:7]=[CH:6][CH:5]=[CH:4][CH:3]=1.[CH3:9][O:10][C:11]1[S:15][N:14]=[C:13]([NH2:16])[N:12]=1.S([O-])([O-])(=O)=O.[Mg+2]. (4) Given the product [S:20]1[CH:21]=[CH:22][N:23]=[C:19]1[NH:6][S:7]([C:10]1[CH:11]=[C:12]([CH:16]=[CH:17][CH:18]=1)[C:13]([NH:67][CH2:66][C:65]1[CH:64]=[CH:63][C:62]([C:61]([F:60])([F:70])[F:71])=[CH:69][CH:68]=1)=[O:15])(=[O:8])=[O:9], predict the reactants needed to synthesize it. The reactants are: COC1C=C(OC)C=CC=1C[N:6]([C:19]1[S:20][CH:21]=[CH:22][N:23]=1)[S:7]([C:10]1[CH:11]=[C:12]([CH:16]=[CH:17][CH:18]=1)[C:13]([OH:15])=O)(=[O:9])=[O:8].CCN(CC)CC.Cl.CN(C)CCCN=C=NCC.O.ON1C2C=CC=CC=2N=N1.[F:60][C:61]([F:71])([F:70])[C:62]1[CH:69]=[CH:68][C:65]([CH2:66][NH2:67])=[CH:64][CH:63]=1. (5) The reactants are: C([N:8]1[CH2:13][CH2:12][CH:11]([C:14]2[CH:19]=[CH:18][CH:17]=[C:16]([Br:20])[CH:15]=2)[CH:10](O)[CH2:9]1)C1C=CC=CC=1.[C:22](=[O:25])([O-:24])[O-:23].[Li+].[Li+].Cl[C:29]([O:31][CH2:32][CH2:33][Si:34]([CH3:37])([CH3:36])[CH3:35])=[O:30].O1[CH2:42][CH2:41]CC1. Given the product [Br:20][C:16]1[CH:15]=[C:14]([CH:11]2[CH2:10][CH2:9][N:8]([C:29]([O:31][CH2:32][CH2:33][Si:34]([CH3:37])([CH3:36])[CH3:35])=[O:30])[CH2:13][CH:12]2[O:25][C:22]([O:24][CH2:41][CH2:42][Si:34]([CH3:36])([CH3:35])[CH3:33])=[O:23])[CH:19]=[CH:18][CH:17]=1, predict the reactants needed to synthesize it. (6) Given the product [F:26][C:25]([F:27])([F:28])[C:21]1[CH:20]=[C:19]([CH:24]=[CH:23][CH:22]=1)[O:18][CH2:17][CH2:16][CH2:15][CH2:14][S:1][C:2]1[N:7]=[N:6][C:5]([C:8](=[S:10])[NH2:9])=[CH:4][CH:3]=1, predict the reactants needed to synthesize it. The reactants are: [SH:1][C:2]1[N:7]=[N:6][C:5]([C:8](=[S:10])[NH2:9])=[CH:4][CH:3]=1.[H-].[Na+].Cl[CH2:14][CH2:15][CH2:16][CH2:17][O:18][C:19]1[CH:24]=[CH:23][CH:22]=[C:21]([C:25]([F:28])([F:27])[F:26])[CH:20]=1.